This data is from Forward reaction prediction with 1.9M reactions from USPTO patents (1976-2016). The task is: Predict the product of the given reaction. Given the reactants O[CH2:2][C:3]1([C:6]#[N:7])[CH2:5][CH2:4]1.[C:8]1(=[O:18])[NH:12][C:11](=[O:13])[C:10]2=[CH:14][CH:15]=[CH:16][CH:17]=[C:9]12.C1(P(C2C=CC=CC=2)C2C=CC=CC=2)C=CC=CC=1.CCOC(/N=N/C(OCC)=O)=O, predict the reaction product. The product is: [O:13]=[C:11]1[C:10]2[C:9](=[CH:17][CH:16]=[CH:15][CH:14]=2)[C:8](=[O:18])[N:12]1[CH2:2][C:3]1([C:6]#[N:7])[CH2:5][CH2:4]1.